This data is from Catalyst prediction with 721,799 reactions and 888 catalyst types from USPTO. The task is: Predict which catalyst facilitates the given reaction. (1) The catalyst class is: 269. Reactant: [C:1]([O:5][C:6]([N:8]1[CH2:13][CH2:12][CH:11]([C:14]([OH:16])=O)[CH2:10][CH2:9]1)=[O:7])([CH3:4])([CH3:3])[CH3:2].ON1C2C=CC=CC=2N=N1.CN1CCOCC1.Cl.CN(C)CCCN=C=N.O[N:45]=[C:46]([NH2:56])[CH2:47][C:48]1[CH:53]=[CH:52][C:51]([S:54][CH3:55])=[CH:50][CH:49]=1. Product: [CH3:55][S:54][C:51]1[CH:50]=[CH:49][C:48]([CH2:47][C:46]2[N:45]=[C:14]([CH:11]3[CH2:10][CH2:9][N:8]([C:6]([O:5][C:1]([CH3:2])([CH3:3])[CH3:4])=[O:7])[CH2:13][CH2:12]3)[O:16][N:56]=2)=[CH:53][CH:52]=1. (2) Reactant: N1(C(O[CH:9]2[CH:16]3[CH:12]([O:13][C:14]([CH3:18])([CH3:17])[O:15]3)[O:11][CH:10]2[CH2:19][O:20][C:21](=[O:28])[C:22]2[CH:27]=[CH:26][CH:25]=[CH:24][CH:23]=2)=S)C=CN=C1.CCCC[SnH](CCCC)CCCC.CC(N=NC(C#N)(C)C)(C#N)C. Product: [CH3:17][C:14]1([CH3:18])[O:13][CH:12]2[O:11][CH:10]([CH2:19][O:20][C:21](=[O:28])[C:22]3[CH:27]=[CH:26][CH:25]=[CH:24][CH:23]=3)[CH2:9][CH:16]2[O:15]1. The catalyst class is: 11. (3) Reactant: C(=O)([O-])[O-].[K+].[K+].CS([O:11][CH:12]1[CH2:17][CH2:16][N:15]([C:18]([O:20][C:21]([CH3:24])([CH3:23])[CH3:22])=[O:19])[CH2:14][CH2:13]1)(=O)=O.[Cl:25][C:26]1[CH:27]=[CH:28][C:29](O)=[N:30][CH:31]=1. Product: [Cl:25][C:26]1[CH:27]=[CH:28][C:29]([O:11][CH:12]2[CH2:17][CH2:16][N:15]([C:18]([O:20][C:21]([CH3:24])([CH3:23])[CH3:22])=[O:19])[CH2:14][CH2:13]2)=[N:30][CH:31]=1. The catalyst class is: 9. (4) Reactant: [Br:1][C:2]1[C:3]([Cl:10])=[C:4]([CH2:8]O)[CH:5]=[N:6][CH:7]=1.C1(P(C2C=CC=CC=2)C2C=CC=CC=2)C=CC=CC=1.[Br:30]N1C(=O)CCC1=O. Product: [Br:1][C:2]1[CH:7]=[N:6][CH:5]=[C:4]([CH2:8][Br:30])[C:3]=1[Cl:10]. The catalyst class is: 2. (5) Reactant: [C:1]([O:5][C:6]([N:8]1[CH2:13][CH2:12][NH:11][CH2:10][C@@H:9]1[C@@H:14]([OH:27])[C@H:15]([NH:23][C:24](=[O:26])[CH3:25])[CH2:16][C:17]1[CH:22]=[CH:21][CH:20]=[CH:19][CH:18]=1)=[O:7])([CH3:4])([CH3:3])[CH3:2].[CH3:28][CH:29]([CH3:35])[CH2:30][CH2:31][C:32](O)=[O:33].CCN=C=NCCCN(C)C.C1C=CC2N(O)N=NC=2C=1.C(N(CC)CC)C.CN(C1C=CC=CN=1)C. Product: [C:1]([O:5][C:6]([N:8]1[CH2:13][CH2:12][N:11]([C:32](=[O:33])[CH2:31][CH2:30][CH:29]([CH3:35])[CH3:28])[CH2:10][C@@H:9]1[C@@H:14]([OH:27])[C@H:15]([NH:23][C:24](=[O:26])[CH3:25])[CH2:16][C:17]1[CH:18]=[CH:19][CH:20]=[CH:21][CH:22]=1)=[O:7])([CH3:4])([CH3:2])[CH3:3]. The catalyst class is: 2. (6) Reactant: [Cl:1][C:2]1[C:3]([CH2:8][NH:9][C:10]([C@H:12]2[CH2:17][N:16]([C:18]([O:20][CH2:21][C:22]3[CH:27]=[CH:26][CH:25]=[CH:24][CH:23]=3)=[O:19])[C@H:15]([CH2:28][OH:29])[CH2:14][CH2:13]2)=[O:11])=[N:4][CH:5]=[CH:6][N:7]=1.[C:30](Cl)(=[O:32])[CH3:31].N1C=CC=CC=1.[NH4+].[Cl-]. Product: [C:30]([O:29][CH2:28][C@@H:15]1[CH2:14][CH2:13][C@@H:12]([C:10](=[O:11])[NH:9][CH2:8][C:3]2[C:2]([Cl:1])=[N:7][CH:6]=[CH:5][N:4]=2)[CH2:17][N:16]1[C:18]([O:20][CH2:21][C:22]1[CH:23]=[CH:24][CH:25]=[CH:26][CH:27]=1)=[O:19])(=[O:32])[CH3:31]. The catalyst class is: 2.